Dataset: NCI-60 drug combinations with 297,098 pairs across 59 cell lines. Task: Regression. Given two drug SMILES strings and cell line genomic features, predict the synergy score measuring deviation from expected non-interaction effect. Cell line: COLO 205. Synergy scores: CSS=51.5, Synergy_ZIP=-2.33, Synergy_Bliss=-2.31, Synergy_Loewe=-26.2, Synergy_HSA=-0.886. Drug 2: CC1C(C(CC(O1)OC2CC(CC3=C2C(=C4C(=C3O)C(=O)C5=C(C4=O)C(=CC=C5)OC)O)(C(=O)CO)O)N)O.Cl. Drug 1: C(CN)CNCCSP(=O)(O)O.